This data is from Forward reaction prediction with 1.9M reactions from USPTO patents (1976-2016). The task is: Predict the product of the given reaction. Given the reactants Cl.[NH2:2][C:3]([CH2:10][F:11])([CH2:8][F:9])[C:4](OC)=O.C([N:14]([CH2:17]C)[CH2:15][CH3:16])C.[Cl:19][C:20]1[CH:25]=[CH:24][C:23]([CH2:26][S:27](Cl)(=[O:29])=[O:28])=[CH:22][CH:21]=1.BrCC1C(C)(C)NS(=O)(=O)C=1C1C=CC(Cl)=CC=1.Cl, predict the reaction product. The product is: [Cl:19][C:20]1[CH:21]=[CH:22][C:23]([C:26]2[S:27](=[O:29])(=[O:28])[NH:2][C:3]([CH2:10][F:11])([CH2:8][F:9])[C:4]=2[CH2:17][NH:14][CH2:15][CH3:16])=[CH:24][CH:25]=1.